This data is from Forward reaction prediction with 1.9M reactions from USPTO patents (1976-2016). The task is: Predict the product of the given reaction. (1) Given the reactants Cl.[F:2][C:3]([F:24])([F:23])[C:4]1[CH:22]=[CH:21][CH:20]=[CH:19][C:5]=1[CH:6]([O:14][CH:15]1[CH2:18][NH:17][CH2:16]1)[C:7]1[CH:12]=[CH:11][C:10]([Cl:13])=[CH:9][CH:8]=1.[C:25]([N:29]=[C:30]=[O:31])([CH3:28])([CH3:27])[CH3:26], predict the reaction product. The product is: [F:24][C:3]([F:2])([F:23])[C:4]1[CH:22]=[CH:21][CH:20]=[CH:19][C:5]=1[CH:6]([O:14][CH:15]1[CH2:18][N:17]([C:30]([NH:29][C:25]([CH3:28])([CH3:27])[CH3:26])=[O:31])[CH2:16]1)[C:7]1[CH:12]=[CH:11][C:10]([Cl:13])=[CH:9][CH:8]=1. (2) Given the reactants [CH3:1][N:2]1[C:6]([C:7]2[S:19][C:10]3[N:11]=[CH:12][N:13]=[C:14]([S:15]([CH3:18])(=[O:17])=[O:16])[C:9]=3[CH:8]=2)=[C:5]([C:20]2[CH:25]=[CH:24][CH:23]=[CH:22][CH:21]=2)[N:4]=[CH:3]1.[I:26]C1C=CC(C2N=CN(C)C=2C2SC3N=CN=C(SC)C=3C=2)=CC=1, predict the reaction product. The product is: [I:26][C:23]1[CH:24]=[CH:25][C:20]([C:5]2[N:4]=[CH:3][N:2]([CH3:1])[C:6]=2[C:7]2[S:19][C:10]3[N:11]=[CH:12][N:13]=[C:14]([S:15]([CH3:18])(=[O:17])=[O:16])[C:9]=3[CH:8]=2)=[CH:21][CH:22]=1. (3) Given the reactants [NH:1]1[C:5]2=[C:6]([NH:10][C:11](=[O:13])[CH3:12])[N:7]=[CH:8][CH:9]=[C:4]2[CH:3]=[CH:2]1.[Cl:14][C:15]1[CH:20]=[C:19]([C:21](=[O:26])[NH:22][CH2:23][CH2:24][CH3:25])[CH:18]=[C:17]([Cl:27])[C:16]=1[C:28](Cl)=[O:29], predict the reaction product. The product is: [C:11]([NH:10][C:6]1[N:7]=[CH:8][CH:9]=[C:4]2[C:3]([C:28]([C:16]3[C:17]([Cl:27])=[CH:18][C:19]([C:21]([NH:22][CH2:23][CH2:24][CH3:25])=[O:26])=[CH:20][C:15]=3[Cl:14])=[O:29])=[CH:2][NH:1][C:5]=12)(=[O:13])[CH3:12]. (4) The product is: [Cl:1][C:2]1[CH:3]=[C:4]2[NH:22][C:21]([O:23][C@@H:24]3[CH2:28][O:27][C@@H:26]4[C@:29]([CH3:33])([OH:32])[CH2:30][O:31][C@H:25]34)=[N:20][C:5]2=[N:6][C:7]=1[C:8]1[CH:13]=[CH:12][C:11]([C:14]2[CH:15]=[CH:16][CH:17]=[CH:18][CH:19]=2)=[CH:10][CH:9]=1. Given the reactants [Cl:1][C:2]1[CH:3]=[C:4]2[NH:22][C:21]([O:23][C@@H:24]3[CH2:28][O:27][C@@H:26]4[C:29](=[O:32])[CH2:30][O:31][C@H:25]34)=[N:20][C:5]2=[N:6][C:7]=1[C:8]1[CH:13]=[CH:12][C:11]([C:14]2[CH:19]=[CH:18][CH:17]=[CH:16][CH:15]=2)=[CH:10][CH:9]=1.[CH3:33][Mg]Br.C(OCC)C, predict the reaction product. (5) Given the reactants [CH2:1]([O:3][C:4](=[O:18])[CH2:5][CH:6]1[CH2:11][CH2:10][CH:9]([C:12]2[CH:17]=[CH:16][CH:15]=[CH:14][CH:13]=2)[CH2:8][CH2:7]1)[CH3:2].[Al+3].[Cl-].[Cl-].[Cl-].[Br:23][CH2:24][C:25](Br)=[O:26], predict the reaction product. The product is: [CH2:1]([O:3][C:4](=[O:18])[CH2:5][CH:6]1[CH2:7][CH2:8][CH:9]([C:12]2[CH:17]=[CH:16][C:15]([C:25](=[O:26])[CH2:24][Br:23])=[CH:14][CH:13]=2)[CH2:10][CH2:11]1)[CH3:2]. (6) Given the reactants FC(F)(F)S([O-])(=O)=O.C(OC1[C:23]2[C:18](=[CH:19][C:20](OCCCC)=[CH:21][CH:22]=2)[C:17]([S+]2CCCC2)=[CH:16][CH:15]=1)CCC.CC1OC(C=CC2[N:47]=[C:46]([C:48]([Cl:51])([Cl:50])[Cl:49])[N:45]=[C:44]([C:52]([Cl:55])([Cl:54])[Cl:53])[N:43]=2)=CC=1, predict the reaction product. The product is: [CH:16]([C:15]1[N:43]=[C:44]([C:52]([Cl:54])([Cl:55])[Cl:53])[N:45]=[C:46]([C:48]([Cl:49])([Cl:50])[Cl:51])[N:47]=1)=[CH:17][C:18]1[CH:19]=[CH:20][CH:21]=[CH:22][CH:23]=1. (7) Given the reactants [C:1]([CH:3]([CH:7]1[C:11]([Cl:12])=[C:10](Cl)C(=O)O1)[C:4]([NH2:6])=[O:5])#[N:2].Cl.[F:16][C:17]1[CH:18]=[CH:19][C:20]([S:25]([N:28]2[CH2:32][CH2:31][CH2:30][CH2:29]2)(=[O:27])=[O:26])=[C:21]([CH2:23][NH2:24])[CH:22]=1.C(=O)([O-])[O-].[K+].[K+], predict the reaction product. The product is: [ClH:12].[Cl:12][C:11]1[CH:7]=[C:3]([C:4]([NH2:6])=[O:5])[C:1](=[NH:2])[N:24]([CH2:23][C:21]2[CH:22]=[C:17]([F:16])[CH:18]=[CH:19][C:20]=2[S:25]([N:28]2[CH2:32][CH2:31][CH2:30][CH2:29]2)(=[O:27])=[O:26])[CH:10]=1.